This data is from Forward reaction prediction with 1.9M reactions from USPTO patents (1976-2016). The task is: Predict the product of the given reaction. (1) Given the reactants [N-:1]=[N+:2]=[N-:3].[Na+].[CH2:5](I)[CH3:6].[C:8]([C:10]1[S:18][C:17]2[C:12](=[N:13][CH:14]=[CH:15][C:16]=2[O:19][C:20]2[CH:25]=[CH:24][C:23]([N+:26]([O-:28])=[O:27])=[CH:22][C:21]=2[F:29])[CH:11]=1)#[CH:9], predict the reaction product. The product is: [CH2:5]([N:1]1[CH:9]=[C:8]([C:10]2[S:18][C:17]3[C:12](=[N:13][CH:14]=[CH:15][C:16]=3[O:19][C:20]3[CH:25]=[CH:24][C:23]([N+:26]([O-:28])=[O:27])=[CH:22][C:21]=3[F:29])[CH:11]=2)[N:3]=[N:2]1)[CH3:6]. (2) Given the reactants [C:1]([C:3]1[CH:4]=[N:5][CH:6]=[CH:7][C:8]=1[C:9]1[CH:17]=[CH:16][C:12]([C:13]([OH:15])=O)=[CH:11][CH:10]=1)#[N:2].[C:18]([O:22][C:23]([N:25]1[CH2:30][CH2:29][CH:28]([NH:31][CH:32]2[CH2:34][CH2:33]2)[CH2:27][CH2:26]1)=[O:24])([CH3:21])([CH3:20])[CH3:19], predict the reaction product. The product is: [C:18]([O:22][C:23]([N:25]1[CH2:30][CH2:29][CH:28]([N:31]([C:13](=[O:15])[C:12]2[CH:11]=[CH:10][C:9]([C:8]3[CH:7]=[CH:6][N:5]=[CH:4][C:3]=3[C:1]#[N:2])=[CH:17][CH:16]=2)[CH:32]2[CH2:33][CH2:34]2)[CH2:27][CH2:26]1)=[O:24])([CH3:21])([CH3:19])[CH3:20]. (3) Given the reactants [C:1]1([OH:7])[CH:6]=[CH:5][CH:4]=[CH:3][CH:2]=1.[CH3:8][C:9]1[CH:14]=[C:13](Cl)[C:12]([CH3:16])=[CH:11][C:10]=1[N+:17]([O-:19])=[O:18].C([O-])([O-])=O.[K+].[K+], predict the reaction product. The product is: [O:7]([C:13]1[C:12]([CH3:16])=[CH:11][C:10]([N+:17]([O-:19])=[O:18])=[C:9]([CH3:8])[CH:14]=1)[C:1]1[CH:6]=[CH:5][CH:4]=[CH:3][CH:2]=1.